Predict which catalyst facilitates the given reaction. From a dataset of Catalyst prediction with 721,799 reactions and 888 catalyst types from USPTO. (1) Reactant: Br[C:2]1[CH:3]=[C:4]2[C:9](=[CH:10][CH:11]=1)[CH:8]=[C:7]([OH:12])[CH:6]=[CH:5]2.[F:13][C:14]1[CH:15]=[CH:16][C:17](B2OC(C)(C)C(C)(C)O2)=[C:18]([CH:21]=1)[C:19]#[N:20].C(=O)([O-])[O-:32].[Na+].[Na+].Cl. Product: [F:13][C:14]1[CH:15]=[CH:16][C:17]([C:2]2[CH:11]=[CH:10][C:9]3[C:4](=[CH:5][CH:6]=[C:7]([OH:12])[CH:8]=3)[CH:3]=2)=[C:18]([CH:21]=1)[C:19]([NH2:20])=[O:32]. The catalyst class is: 77. (2) Reactant: [S:1]1[CH:5]=[CH:4][N:3]=[C:2]1[CH:6]([NH2:8])[CH3:7].C(N(CC)CC)C.[C:16](O[C:16]([O:18][C:19]([CH3:22])([CH3:21])[CH3:20])=[O:17])([O:18][C:19]([CH3:22])([CH3:21])[CH3:20])=[O:17].O. Product: [S:1]1[CH:5]=[CH:4][N:3]=[C:2]1[CH:6]([NH:8][C:16](=[O:17])[O:18][C:19]([CH3:22])([CH3:21])[CH3:20])[CH3:7]. The catalyst class is: 4.